This data is from Full USPTO retrosynthesis dataset with 1.9M reactions from patents (1976-2016). The task is: Predict the reactants needed to synthesize the given product. (1) Given the product [ClH:34].[CH3:27][C:25]1[C:24]2[C:19](=[CH:20][CH:21]=[CH:22][CH:23]=2)[N:18]=[C:17]([NH:16][C@@H:13]2[CH2:12][CH2:11][C@H:10]([NH:9][C:7](=[O:8])[C:6]3[CH:28]=[CH:29][CH:30]=[C:4]([C:3]([NH2:42])=[O:2])[CH:5]=3)[CH2:15][CH2:14]2)[CH:26]=1, predict the reactants needed to synthesize it. The reactants are: C[O:2][C:3](=O)[C:4]1[CH:30]=[CH:29][CH:28]=[C:6]([C:7]([NH:9][C@H:10]2[CH2:15][CH2:14][C@@H:13]([NH:16][C:17]3[CH:26]=[C:25]([CH3:27])[C:24]4[C:19](=[CH:20][CH:21]=[CH:22][CH:23]=4)[N:18]=3)[CH2:12][CH2:11]2)=[O:8])[CH:5]=1.[OH-].[Na+].[ClH:34].N.C1C=CC2N(O)N=[N:42]C=2C=1.O.CCN=C=NCCCN(C)C.Cl. (2) The reactants are: [Li+].[N:2]1([CH2:7][C@@H:8]2[CH2:12][CH2:11][CH2:10][N:9]2[C:13]([C:15]2[CH:31]=[CH:30][C:18]([O:19][CH2:20][C:21]3[CH:29]=[CH:28][C:24]([C:25]([O-:27])=O)=[CH:23][CH:22]=3)=[CH:17][CH:16]=2)=[O:14])[CH2:6][CH2:5][CH2:4][CH2:3]1.[NH:32]1[CH2:35][CH2:34][CH2:33]1. Given the product [N:32]1([C:25]([C:24]2[CH:28]=[CH:29][C:21]([CH2:20][O:19][C:18]3[CH:17]=[CH:16][C:15]([C:13]([N:9]4[CH2:10][CH2:11][CH2:12][C@H:8]4[CH2:7][N:2]4[CH2:3][CH2:4][CH2:5][CH2:6]4)=[O:14])=[CH:31][CH:30]=3)=[CH:22][CH:23]=2)=[O:27])[CH2:35][CH2:34][CH2:33]1, predict the reactants needed to synthesize it.